From a dataset of Reaction yield outcomes from USPTO patents with 853,638 reactions. Predict the reaction yield, written as a fraction of the theoretical maximum amount of product (1.0 means a 100% yield; for example, 0.34 means a 34% yield). The reactants are [C:1]([O:5][C:6]([N:8]1[CH2:13][CH2:12][N:11]([C:14]2[CH:19]=[CH:18][C:17](/[CH:20]=[CH:21]/[C:22]3[C:30]4[C:25](=[CH:26][CH:27]=[CH:28][CH:29]=4)[NH:24][N:23]=3)=[C:16]([N+:31]([O-])=O)[CH:15]=2)[CH2:10][CH2:9]1)=[O:7])([CH3:4])([CH3:3])[CH3:2].O. The catalyst is C(O)C.[Fe]. The product is [C:1]([O:5][C:6]([N:8]1[CH2:9][CH2:10][N:11]([C:14]2[CH:19]=[CH:18][C:17](/[CH:20]=[CH:21]/[C:22]3[C:30]4[C:25](=[CH:26][CH:27]=[CH:28][CH:29]=4)[NH:24][N:23]=3)=[C:16]([NH2:31])[CH:15]=2)[CH2:12][CH2:13]1)=[O:7])([CH3:4])([CH3:2])[CH3:3]. The yield is 0.340.